Task: Predict the reaction yield, written as a fraction of the theoretical maximum amount of product (1.0 means a 100% yield; for example, 0.34 means a 34% yield).. Dataset: Reaction yield outcomes from USPTO patents with 853,638 reactions The product is [CH2:1]([N:8]([CH2:33][C:34]1[CH:35]=[CH:36][CH:37]=[CH:38][CH:39]=1)[C@@H:9]([C@H:20]([CH2:28][CH:29]([OH:32])[CH2:30][O:31][S:41]([CH3:40])(=[O:43])=[O:42])[C:21]([O:23][C:24]([CH3:27])([CH3:26])[CH3:25])=[O:22])[C:10]([O:12][CH2:13][C:14]1[CH:19]=[CH:18][CH:17]=[CH:16][CH:15]=1)=[O:11])[C:2]1[CH:7]=[CH:6][CH:5]=[CH:4][CH:3]=1. The reactants are [CH2:1]([N:8]([CH2:33][C:34]1[CH:39]=[CH:38][CH:37]=[CH:36][CH:35]=1)[C@@H:9]([C@H:20]([CH2:28][CH:29]([OH:32])[CH2:30][OH:31])[C:21]([O:23][C:24]([CH3:27])([CH3:26])[CH3:25])=[O:22])[C:10]([O:12][CH2:13][C:14]1[CH:19]=[CH:18][CH:17]=[CH:16][CH:15]=1)=[O:11])[C:2]1[CH:7]=[CH:6][CH:5]=[CH:4][CH:3]=1.[CH3:40][S:41](Cl)(=[O:43])=[O:42].C(O)(=O)CC(CC(O)=O)(C(O)=O)O. The catalyst is N1C=CC=CC=1. The yield is 0.810.